Dataset: Full USPTO retrosynthesis dataset with 1.9M reactions from patents (1976-2016). Task: Predict the reactants needed to synthesize the given product. (1) Given the product [CH:6]1([NH:11][C:3]([CH2:2][O:12][C:13]2[N:14]=[C:15]([C:19]3[CH:20]=[CH:21][C:22]([C:25]([OH:27])=[O:26])=[CH:23][CH:24]=3)[S:16][C:17]=2[CH3:18])=[O:4])[CH2:10][CH2:9][CH2:8][CH2:7]1, predict the reactants needed to synthesize it. The reactants are: Cl[CH2:2][C:3](Cl)=[O:4].[CH:6]1([NH2:11])[CH2:10][CH2:9][CH2:8][CH2:7]1.[OH:12][C:13]1[N:14]=[C:15]([C:19]2[CH:24]=[CH:23][C:22]([C:25]([O:27]C)=[O:26])=[CH:21][CH:20]=2)[S:16][C:17]=1[CH3:18]. (2) Given the product [C:1]([C:3]1[CH:4]=[CH:5][C:6]([O:7][CH2:8][CH2:9][N:10]([CH2:15][CH2:16][N:17]2[CH2:24][CH:23]3[O:25][CH:19]([CH2:20][N:21]([CH2:34][C:30]4[CH:29]=[N:28][CH:33]=[CH:32][CH:31]=4)[CH2:22]3)[CH2:18]2)[S:11]([CH3:14])(=[O:13])=[O:12])=[CH:26][CH:27]=1)#[N:2], predict the reactants needed to synthesize it. The reactants are: [C:1]([C:3]1[CH:27]=[CH:26][C:6]([O:7][CH2:8][CH2:9][N:10]([CH2:15][CH2:16][N:17]2[CH2:24][CH:23]3[O:25][CH:19]([CH2:20][NH:21][CH2:22]3)[CH2:18]2)[S:11]([CH3:14])(=[O:13])=[O:12])=[CH:5][CH:4]=1)#[N:2].[N:28]1[CH:33]=[CH:32][CH:31]=[C:30]([CH:34]=O)[CH:29]=1.C(O[BH-](OC(=O)C)OC(=O)C)(=O)C.[Na+]. (3) Given the product [CH2:6]([N:8]1[CH2:12][CH2:11][C@@H:10]([N:13]([CH2:20][CH2:21][C:22]2[CH:23]=[C:24]([F:28])[CH:25]=[CH:26][C:27]=2[S:2]([Cl:1])(=[O:5])=[O:3])[C:14](=[O:19])[C:15]([F:18])([F:16])[F:17])[CH2:9]1)[CH3:7], predict the reactants needed to synthesize it. The reactants are: [Cl:1][S:2]([OH:5])(=O)=[O:3].[CH2:6]([N:8]1[CH2:12][CH2:11][C@@H:10]([N:13]([CH2:20][CH2:21][C:22]2[CH:27]=[CH:26][CH:25]=[C:24]([F:28])[CH:23]=2)[C:14](=[O:19])[C:15]([F:18])([F:17])[F:16])[CH2:9]1)[CH3:7].